From a dataset of Full USPTO retrosynthesis dataset with 1.9M reactions from patents (1976-2016). Predict the reactants needed to synthesize the given product. (1) Given the product [Cl:11][C:5]1[CH:4]=[CH:3][C:2]([NH:1][C:16](=[O:17])[C:15]2[CH:19]=[CH:20][CH:21]=[C:13]([F:12])[CH:14]=2)=[CH:10][C:6]=1[C:7]([OH:9])=[O:8], predict the reactants needed to synthesize it. The reactants are: [NH2:1][C:2]1[CH:3]=[CH:4][C:5]([Cl:11])=[C:6]([CH:10]=1)[C:7]([OH:9])=[O:8].[F:12][C:13]1[CH:14]=[C:15]([CH:19]=[CH:20][CH:21]=1)[C:16](Cl)=[O:17]. (2) Given the product [C:20]([N:22]=[C:23]([N:9]1[CH2:8][CH2:7][N:6]([C:10]([O:12][CH2:13][C:14]2[CH:15]=[CH:16][CH:17]=[CH:18][CH:19]=2)=[O:11])[CH2:5][CH:4]1[CH:1]([CH3:3])[CH3:2])[NH:24][C:25]1[CH:30]=[CH:29][CH:28]=[CH:27][C:26]=1[CH3:31])#[N:21], predict the reactants needed to synthesize it. The reactants are: [CH:1]([CH:4]1[NH:9][CH2:8][CH2:7][N:6]([C:10]([O:12][CH2:13][C:14]2[CH:19]=[CH:18][CH:17]=[CH:16][CH:15]=2)=[O:11])[CH2:5]1)([CH3:3])[CH3:2].[C:20]([N:22]=[C:23](OC1C=CC=CC=1)[NH:24][C:25]1[CH:30]=[CH:29][CH:28]=[CH:27][C:26]=1[CH3:31])#[N:21]. (3) The reactants are: CO[C:3]([C:5]1[N:6]=[C:7]([C:23]2[CH:28]=[CH:27][CH:26]=[CH:25][CH:24]=2)[C:8]2[C:13]([C:14]=1[OH:15])=[CH:12][CH:11]=[C:10]([O:16][C:17]1[CH:22]=[CH:21][CH:20]=[CH:19][CH:18]=1)[CH:9]=2)=[O:4].[NH2:29][CH2:30][CH2:31][C:32]([OH:34])=[O:33].C[O-].[Na+]. Given the product [OH:15][C:14]1[C:13]2[C:8](=[CH:9][C:10]([O:16][C:17]3[CH:18]=[CH:19][CH:20]=[CH:21][CH:22]=3)=[CH:11][CH:12]=2)[C:7]([C:23]2[CH:24]=[CH:25][CH:26]=[CH:27][CH:28]=2)=[N:6][C:5]=1[C:3]([NH:29][CH2:30][CH2:31][C:32]([OH:34])=[O:33])=[O:4], predict the reactants needed to synthesize it. (4) Given the product [OH:1][C:2]1[C:11]([O:12][CH3:13])=[CH:10][CH:9]=[C:8]2[C:3]=1[CH2:4][CH2:5][N:6]1[CH2:17][CH:16]([C:18]3[CH:19]=[C:20]([CH3:24])[CH:21]=[CH:22][CH:23]=3)[C:15](=[N:31][OH:26])[CH2:14][CH:7]12, predict the reactants needed to synthesize it. The reactants are: [OH:1][C:2]1[C:11]([O:12][CH3:13])=[CH:10][CH:9]=[C:8]2[C:3]=1[CH2:4][CH2:5][N:6]1[CH2:17][CH:16]([C:18]3[CH:19]=[C:20]([CH3:24])[CH:21]=[CH:22][CH:23]=3)[C:15](=O)[CH2:14][CH:7]12.[OH2:26].C([O-])(=O)C.[NH4+:31].Cl.NO. (5) Given the product [N+:1]([C:4]1[C:13]2[C:8](=[CH:9][CH:10]=[CH:11][CH:12]=2)[C:7]([O:14][CH2:15][CH2:16][C:17]2[CH:22]=[CH:21][N:20]=[C:19]([NH:23][C:31](=[O:32])[CH3:33])[CH:18]=2)=[CH:6][CH:5]=1)([O-:3])=[O:2], predict the reactants needed to synthesize it. The reactants are: [N+:1]([C:4]1[C:13]2[C:8](=[CH:9][CH:10]=[CH:11][CH:12]=2)[C:7]([O:14][CH2:15][CH2:16][C:17]2[CH:22]=[CH:21][N:20]=[C:19]([NH:23]C(=O)OC(C)(C)C)[CH:18]=2)=[CH:6][CH:5]=1)([O-:3])=[O:2].[C:31](O)([C:33](F)(F)F)=[O:32].CCN(C(C)C)C(C)C.C(Cl)(=O)C. (6) Given the product [F:1][C:2]1[N:10]=[C:9]([F:11])[CH:8]=[CH:7][C:3]=1[C:4]([Cl:14])=[O:5], predict the reactants needed to synthesize it. The reactants are: [F:1][C:2]1[N:10]=[C:9]([F:11])[CH:8]=[CH:7][C:3]=1[C:4](O)=[O:5].S(Cl)([Cl:14])=O.